From a dataset of Full USPTO retrosynthesis dataset with 1.9M reactions from patents (1976-2016). Predict the reactants needed to synthesize the given product. Given the product [CH2:12]([O:11][C:9]([C:8]1[CH:40]([C:35]2[CH:36]=[CH:37][CH:38]=[C:39]3[C:34]=2[CH:33]=[CH:32][NH:31]3)[C:26]2[C:27](=[O:29])[O:28][CH:23]([C:16]3[C:15]([CH3:14])=[CH:20][C:19]([CH3:21])=[CH:18][C:17]=3[CH3:22])[CH2:24][C:25]=2[NH:7][C:5]=1[NH2:6])=[O:10])[CH3:13], predict the reactants needed to synthesize it. The reactants are: C(O)(=O)C.[C:5]([CH2:8][C:9]([O:11][CH2:12][CH3:13])=[O:10])(=[NH:7])[NH2:6].[CH3:14][C:15]1[CH:20]=[C:19]([CH3:21])[CH:18]=[C:17]([CH3:22])[C:16]=1[CH:23]1[O:28][C:27](=[O:29])[CH2:26][C:25](=O)[CH2:24]1.[NH:31]1[C:39]2[CH:38]=[CH:37][CH:36]=[C:35]([CH:40]=O)[C:34]=2[CH:33]=[CH:32]1.F[B-](F)(F)F.C([N+]1C=CN(C)C=1)CCC.